Predict the reactants needed to synthesize the given product. From a dataset of Full USPTO retrosynthesis dataset with 1.9M reactions from patents (1976-2016). The reactants are: C[O:2][C:3]([C:5]1[S:6][C:7]([C:11]2[CH:16]=[CH:15][CH:14]=[CH:13][CH:12]=2)=[CH:8][C:9]=1[I:10])=[O:4].[Li]. Given the product [I:10][C:9]1[CH:8]=[C:7]([C:11]2[CH:16]=[CH:15][CH:14]=[CH:13][CH:12]=2)[S:6][C:5]=1[C:3]([OH:4])=[O:2], predict the reactants needed to synthesize it.